Dataset: Full USPTO retrosynthesis dataset with 1.9M reactions from patents (1976-2016). Task: Predict the reactants needed to synthesize the given product. (1) The reactants are: [NH2:1][C:2]1[N:3]=[C:4]([N:20]2[CH2:25][CH2:24][NH:23][CH2:22][CH2:21]2)[C:5]2[N:10]=[C:9]([CH2:11][CH2:12][C:13]3[CH:18]=[CH:17][C:16]([F:19])=[CH:15][CH:14]=3)[S:8][C:6]=2[N:7]=1.C(N(C(C)C)CC)(C)C.[Cl:35][C:36]1[CH:44]=[CH:43][C:39]([C:40](Cl)=[O:41])=[CH:38][CH:37]=1. Given the product [NH2:1][C:2]1[N:3]=[C:4]([N:20]2[CH2:25][CH2:24][N:23]([C:40](=[O:41])[C:39]3[CH:43]=[CH:44][C:36]([Cl:35])=[CH:37][CH:38]=3)[CH2:22][CH2:21]2)[C:5]2[N:10]=[C:9]([CH2:11][CH2:12][C:13]3[CH:18]=[CH:17][C:16]([F:19])=[CH:15][CH:14]=3)[S:8][C:6]=2[N:7]=1, predict the reactants needed to synthesize it. (2) The reactants are: [Cl:1][C:2]1[CH:3]=[CH:4][C:5]([S:10]([CH2:13][CH3:14])(=[O:12])=[O:11])=[C:6]([CH2:8][NH2:9])[CH:7]=1.Cl.ClC1C=CC(S(CC)(=O)=O)=C(CN)C=1.[NH2:30][C:31]1[C:39]([CH2:40][N:41]2[CH2:46][CH2:45][N:44]([C:47]([O:49][C:50]([CH3:53])([CH3:52])[CH3:51])=[O:48])[CH2:43][CH2:42]2)=[CH:38][C:37]([O:54][C:55]([F:58])([F:57])[F:56])=[CH:36][C:32]=1[C:33](O)=[O:34].BrC1C(C)=CC(C(NNC2C=C(Cl)C=CC=2SCC)=O)=C([N+]([O-])=O)C=1. Given the product [NH2:30][C:31]1[C:32]([C:33](=[O:34])[NH:9][CH2:8][C:6]2[CH:7]=[C:2]([Cl:1])[CH:3]=[CH:4][C:5]=2[S:10]([CH2:13][CH3:14])(=[O:12])=[O:11])=[CH:36][C:37]([O:54][C:55]([F:57])([F:58])[F:56])=[CH:38][C:39]=1[CH2:40][N:41]1[CH2:42][CH2:43][N:44]([C:47]([O:49][C:50]([CH3:53])([CH3:52])[CH3:51])=[O:48])[CH2:45][CH2:46]1, predict the reactants needed to synthesize it. (3) Given the product [CH3:1][CH:2]([CH2:18][CH3:19])[CH2:3][CH2:4][CH2:5][CH2:31][CH2:30][CH2:29][CH2:28][CH2:27][CH2:26][CH2:25][CH2:24][CH2:23][CH2:22][CH2:21][C:20]([OH:32])=[O:33], predict the reactants needed to synthesize it. The reactants are: [CH3:1][CH:2]([CH2:18][CH3:19])[CH2:3][CH2:4][CH2:5]CCCCCCCCCC(O)=O.[C:20]1(=[O:33])[O:32][CH2:31][CH2:30][CH2:29][CH2:28][CH2:27][CH2:26][CH2:25][CH2:24][CH2:23][CH2:22][CH2:21]1.CC(CC)C[Mg]Br.C([Mg]Br)(CC)C. (4) Given the product [CH3:28][C:19]1[C:18]([C:5]2[CH:6]=[CH:7][C:2]([NH2:1])=[N:3][CH:4]=2)=[CH:27][C:22]2[O:23][CH2:24][CH2:25][O:26][C:21]=2[CH:20]=1, predict the reactants needed to synthesize it. The reactants are: [NH2:1][C:2]1[CH:7]=[CH:6][C:5](B2OC(C)(C)C(C)(C)O2)=[CH:4][N:3]=1.Br[C:18]1[C:19]([CH3:28])=[CH:20][C:21]2[O:26][CH2:25][CH2:24][O:23][C:22]=2[CH:27]=1.C([O-])([O-])=O.[Na+].[Na+]. (5) Given the product [Cl:1][C:2]1[CH:7]=[C:6]2[NH:8][C:9](=[O:35])[C@:10]3([C@H:15]([C:16]4[CH:21]=[CH:20][CH:19]=[C:18]([Cl:22])[CH:17]=4)[CH2:14][C:13](=[S:53])[N:12]([CH2:24][C:25]([O:27][C:28]([CH3:31])([CH3:30])[CH3:29])=[O:26])[C@H:11]3[C:32]([CH3:34])=[CH2:33])[C:5]2=[CH:4][CH:3]=1.[CH3:36][O:37][CH:38]([Si:40]([CH3:43])([CH3:42])[CH3:41])[CH3:39], predict the reactants needed to synthesize it. The reactants are: [Cl:1][C:2]1[CH:7]=[C:6]2[NH:8][C:9](=[O:35])[C:10]3([CH:15]([C:16]4[CH:21]=[CH:20][CH:19]=[C:18]([Cl:22])[CH:17]=4)[CH2:14][C:13](=O)[N:12]([CH2:24][C:25]([O:27][C:28]([CH3:31])([CH3:30])[CH3:29])=[O:26])[CH:11]3[C:32]([CH3:34])=[CH2:33])[C:5]2=[CH:4][CH:3]=1.[CH3:36][O:37][CH:38]([Si:40]([CH3:43])([CH3:42])[CH3:41])[CH3:39].COC1C=CC(P2(=S)SP(=S)(C3C=CC(OC)=CC=3)[S:53]2)=CC=1. (6) Given the product [CH2:9]([O:8][C:6](=[O:7])[C:5]([NH:11][C:12]([O:14][CH2:15][C:16]1[CH:21]=[CH:20][CH:19]=[CH:18][CH:17]=1)=[O:13])([CH2:24][CH:25]([CH2:28][CH3:29])[CH2:26][CH3:27])[C:4]([O:3][CH2:1][CH3:2])=[O:22])[CH3:10], predict the reactants needed to synthesize it. The reactants are: [CH2:1]([O:3][C:4](=[O:22])[CH:5]([NH:11][C:12]([O:14][CH2:15][C:16]1[CH:21]=[CH:20][CH:19]=[CH:18][CH:17]=1)=[O:13])[C:6]([O:8][CH2:9][CH3:10])=[O:7])[CH3:2].I[CH2:24][CH:25]([CH2:28][CH3:29])[CH2:26][CH3:27].[OH-].[Li+]. (7) The reactants are: [CH3:1][CH2:2][CH2:3][CH2:4][CH2:5][C@H:6]([OH:25])/[CH:7]=[CH:8]/[C@@H:9]1[C@@H:14]([CH2:15]/[CH:16]=[CH:17]\[CH2:18][CH2:19][CH2:20][C:21]([OH:23])=[O:22])[C:12](=[O:13])[CH2:11][C@H:10]1O.N1C=CN=C1. Given the product [CH3:1][CH2:2][CH2:3][CH2:4][CH2:5][C@H:6]([OH:25])/[CH:7]=[CH:8]/[C@@H:9]1[C@@H:14]([CH2:15]/[CH:16]=[CH:17]\[CH2:18][CH2:19][CH2:20][C:21]([OH:23])=[O:22])[C:12](=[O:13])[CH:11]=[CH:10]1, predict the reactants needed to synthesize it. (8) Given the product [F:14][C:10]1[CH:9]=[C:8]([P:23](=[O:26])([O:25][CH2:27][CH3:28])[O:24][CH2:30][CH3:31])[CH:7]=[CH:12][C:11]=1[F:13], predict the reactants needed to synthesize it. The reactants are: FC(F)(F)S(O[C:7]1[CH:12]=[C:11]([F:13])[C:10]([F:14])=[CH:9][C:8]=1[Si](C)(C)C)(=O)=O.[F-].[Cs+].[P:23]([O-:26])([O-:25])[O-:24].[C:27](#N)[CH3:28].[CH3:30][CH2:31]OC(C)=O. (9) Given the product [F:1][C:2]1[CH:3]=[C:4]2[C:10]([C:11]([NH2:24])=[O:12])=[N:9][N:8]([CH2:16][C:17]3[CH:22]=[CH:21][CH:20]=[CH:19][C:18]=3[F:23])[C:5]2=[N:6][CH:7]=1, predict the reactants needed to synthesize it. The reactants are: [F:1][C:2]1[CH:3]=[C:4]2[C:10]([C:11](OCC)=[O:12])=[N:9][N:8]([CH2:16][C:17]3[CH:22]=[CH:21][CH:20]=[CH:19][C:18]=3[F:23])[C:5]2=[N:6][CH:7]=1.[NH3:24]. (10) Given the product [Br:24][C:22]1[CH:23]=[C:18]([NH:1][C:2]2[CH:3]=[CH:4][C:5]([C:8]([N:10]3[CH2:15][CH2:14][O:13][CH2:12][C@H:11]3[CH3:16])=[O:9])=[CH:6][N:7]=2)[C:19](=[O:26])[N:20]([CH3:25])[CH:21]=1, predict the reactants needed to synthesize it. The reactants are: [NH2:1][C:2]1[N:7]=[CH:6][C:5]([C:8]([N:10]2[CH2:15][CH2:14][O:13][CH2:12][C@H:11]2[CH3:16])=[O:9])=[CH:4][CH:3]=1.Br[C:18]1[C:19](=[O:26])[N:20]([CH3:25])[CH:21]=[C:22]([Br:24])[CH:23]=1.C(=O)([O-])[O-].[Cs+].[Cs+].CC1(C)C2C(=C(P(C3C=CC=CC=3)C3C=CC=CC=3)C=CC=2)OC2C(P(C3C=CC=CC=3)C3C=CC=CC=3)=CC=CC1=2.